From a dataset of Reaction yield outcomes from USPTO patents with 853,638 reactions. Predict the reaction yield, written as a fraction of the theoretical maximum amount of product (1.0 means a 100% yield; for example, 0.34 means a 34% yield). (1) The reactants are CO.[BH4-].[Li+].[C:5]([O:9][C:10]([N:12]1[CH2:16][CH:15]=[CH:14][C@H:13]1[CH2:17][C:18](OC)=[O:19])=[O:11])([CH3:8])([CH3:7])[CH3:6].O. The catalyst is O1CCCC1. The product is [C:5]([O:9][C:10]([N:12]1[CH2:16][CH:15]=[CH:14][C@H:13]1[CH2:17][CH2:18][OH:19])=[O:11])([CH3:8])([CH3:7])[CH3:6]. The yield is 0.670. (2) The reactants are Cl[CH2:2][CH2:3][CH2:4][O:5][C:6]1[CH:11]=[CH:10][C:9]([C:12]2[S:13][C:14]3[CH2:19][CH:18]([C:20]([N:22]4[CH2:27][CH2:26][O:25][CH2:24][CH2:23]4)=[O:21])[CH2:17][C:15]=3[N:16]=2)=[CH:8][CH:7]=1.C(=O)([O-])[O-].[K+].[K+].[I-].[Na+].[CH3:36][CH:37]1[CH2:41][CH2:40][CH2:39][NH:38]1. The catalyst is C(#N)C. The product is [CH3:36][CH:37]1[CH2:41][CH2:40][CH2:39][N:38]1[CH2:2][CH2:3][CH2:4][O:5][C:6]1[CH:11]=[CH:10][C:9]([C:12]2[S:13][C:14]3[CH2:19][CH:18]([C:20]([N:22]4[CH2:27][CH2:26][O:25][CH2:24][CH2:23]4)=[O:21])[CH2:17][C:15]=3[N:16]=2)=[CH:8][CH:7]=1. The yield is 0.590. (3) The reactants are C(O[CH2:4][NH:5][C:6]1[CH:28]=[CH:27][C:9]([C:10]([NH:12][CH2:13][C:14]2[S:15][C:16]([O:19][C:20]3[CH:21]=[C:22]([CH3:26])[CH:23]=[CH:24][CH:25]=3)=[CH:17][CH:18]=2)=[O:11])=[CH:8][N:7]=1)C.[BH4-].[Na+].O.C(OCC)(=O)C. The catalyst is CS(C)=O. The product is [CH3:4][NH:5][C:6]1[CH:28]=[CH:27][C:9]([C:10]([NH:12][CH2:13][C:14]2[S:15][C:16]([O:19][C:20]3[CH:21]=[C:22]([CH3:26])[CH:23]=[CH:24][CH:25]=3)=[CH:17][CH:18]=2)=[O:11])=[CH:8][N:7]=1. The yield is 0.882. (4) The reactants are [CH2:1]([O:3][C:4](=[O:22])[C:5]1[CH:10]=[C:9]([N+:11]([O-])=O)[CH:8]=[C:7]([N+]([O-])=O)[C:6]=1[CH:17]=[CH:18][N:19](C)C)[CH3:2].Cl[Sn]Cl. The catalyst is C(O)C. The product is [CH2:1]([O:3][C:4]([C:5]1[C:6]2[CH:17]=[CH:18][NH:19][C:7]=2[CH:8]=[C:9]([NH2:11])[CH:10]=1)=[O:22])[CH3:2]. The yield is 0.400. (5) The reactants are [CH3:1][NH:2][O:3][CH3:4].[F:5][C:6]1[CH:14]=[CH:13][C:9]([C:10](Cl)=[O:11])=[CH:8][CH:7]=1.[NH4+].[Cl-]. The catalyst is C1COCC1. The product is [F:5][C:6]1[CH:14]=[CH:13][C:9]([C:10]([N:2]([O:3][CH3:4])[CH3:1])=[O:11])=[CH:8][CH:7]=1. The yield is 0.660. (6) The reactants are [CH2:1]([C@@H:3]1[CH2:8][N:7](CC2C=CC=CC=2)[C@H:6]([CH3:16])[CH2:5][N:4]1[CH3:17])[CH3:2]. The catalyst is CO. The product is [CH2:1]([C@@H:3]1[CH2:8][NH:7][C@H:6]([CH3:16])[CH2:5][N:4]1[CH3:17])[CH3:2]. The yield is 1.00. (7) The reactants are [CH3:1][C:2]1[C:11]2[C:6](=[CH:7][CH:8]=[CH:9][CH:10]=2)[C:5]([C:12]2(O)[C:25]3[CH:24]=[C:23]([C:26]4[CH:35]=[CH:34][C:33]5[C:28](=[CH:29][C:30]([Si:36]([CH:43]([CH3:45])[CH3:44])([CH:40]([CH3:42])[CH3:41])[CH:37]([CH3:39])[CH3:38])=[CH:31][CH:32]=5)[CH:27]=4)[CH:22]=[CH:21][C:20]=3[C:19]([C:47]3[C:56]4[C:51](=[CH:52][CH:53]=[CH:54][CH:55]=4)[C:50]([CH3:57])=[CH:49][CH:48]=3)(O)[C:18]3[C:13]2=[CH:14][CH:15]=[CH:16][CH:17]=3)=[CH:4][CH:3]=1. The catalyst is CC(O)=O. The product is [CH3:1][C:2]1[C:11]2[C:6](=[CH:7][CH:8]=[CH:9][CH:10]=2)[C:5]([C:12]2[C:13]3[C:18]([C:19]([C:47]4[C:56]5[C:51](=[CH:52][CH:53]=[CH:54][CH:55]=5)[C:50]([CH3:57])=[CH:49][CH:48]=4)=[C:20]4[C:25]=2[CH:24]=[C:23]([C:26]2[CH:27]=[C:28]5[C:33]([CH:32]=[CH:31][C:30]([Si:36]([CH:40]([CH3:42])[CH3:41])([CH:43]([CH3:44])[CH3:45])[CH:37]([CH3:38])[CH3:39])=[CH:29]5)=[CH:34][CH:35]=2)[CH:22]=[CH:21]4)=[CH:17][CH:16]=[CH:15][CH:14]=3)=[CH:4][CH:3]=1. The yield is 0.500. (8) The reactants are [C:1]([NH:4][CH:5](P(OC)(OC)=O)[C:6]([O:8][CH3:9])=[O:7])(=O)[CH3:2].C1CCN2C(=NCCC2)CC1.[O:27]1[CH:31]=[CH:30][C:29](C=O)=[C:28]1C=O. The catalyst is C(Cl)(Cl)Cl. The product is [O:27]1[C:31]2[CH:30]=[C:5]([C:6]([O:8][CH3:9])=[O:7])[N:4]=[CH:1][C:2]=2[CH:29]=[CH:28]1. The yield is 0.820.